From a dataset of Peptide-MHC class I binding affinity with 185,985 pairs from IEDB/IMGT. Regression. Given a peptide amino acid sequence and an MHC pseudo amino acid sequence, predict their binding affinity value. This is MHC class I binding data. The peptide sequence is LTILAMAIT. The MHC is HLA-A01:01 with pseudo-sequence HLA-A01:01. The binding affinity (normalized) is 0.